The task is: Regression. Given a peptide amino acid sequence and an MHC pseudo amino acid sequence, predict their binding affinity value. This is MHC class I binding data.. This data is from Peptide-MHC class I binding affinity with 185,985 pairs from IEDB/IMGT. (1) The peptide sequence is FGPIGKLIA. The MHC is HLA-A68:02 with pseudo-sequence HLA-A68:02. The binding affinity (normalized) is 0. (2) The peptide sequence is SRARIKTRL. The MHC is HLA-B15:17 with pseudo-sequence HLA-B15:17. The binding affinity (normalized) is 0.0847. (3) The peptide sequence is FLPSDYFPSV. The MHC is HLA-B35:03 with pseudo-sequence HLA-B35:03. The binding affinity (normalized) is 0. (4) The peptide sequence is IAYRNVLLR. The MHC is HLA-A68:01 with pseudo-sequence HLA-A68:01. The binding affinity (normalized) is 0.729. (5) The peptide sequence is ERNEQGQTL. The MHC is HLA-B35:01 with pseudo-sequence HLA-B35:01. The binding affinity (normalized) is 0.763. (6) The peptide sequence is FSKKKVCFV. The MHC is HLA-B15:03 with pseudo-sequence HLA-B15:03. The binding affinity (normalized) is 0.123. (7) The peptide sequence is KVVRVDKL. The MHC is H-2-Db with pseudo-sequence H-2-Db. The binding affinity (normalized) is 0. (8) The peptide sequence is MELSLRAIQ. The MHC is HLA-A80:01 with pseudo-sequence HLA-A80:01. The binding affinity (normalized) is 0.0847. (9) The peptide sequence is GVLARWGTF. The MHC is HLA-B07:02 with pseudo-sequence HLA-B07:02. The binding affinity (normalized) is 0.321.